This data is from CYP3A4 inhibition data for predicting drug metabolism from PubChem BioAssay. The task is: Regression/Classification. Given a drug SMILES string, predict its absorption, distribution, metabolism, or excretion properties. Task type varies by dataset: regression for continuous measurements (e.g., permeability, clearance, half-life) or binary classification for categorical outcomes (e.g., BBB penetration, CYP inhibition). Dataset: cyp3a4_veith. (1) The molecule is CCCS(=O)(=O)N1CCCC(C(=O)N2CCOCC2)C1. The result is 0 (non-inhibitor). (2) The molecule is CN1C(=O)CC(NNC(=O)c2ccccc2)C1=O. The result is 0 (non-inhibitor). (3) The drug is N#C/C(=C\c1cccs1)C(=O)NCC1CCCO1. The result is 0 (non-inhibitor). (4) The molecule is CCS(=O)(=O)N1CCCC(C(=O)NCCCOC(C)C)C1. The result is 0 (non-inhibitor). (5) The compound is CCCCC[n+]1ccn(-c2nc3ccccc3nc2[N-]S(=O)(=O)c2ccc(C)cc2)c1. The result is 1 (inhibitor). (6) The compound is COC(=O)c1cc(C#N)c(NCc2ccc(Cl)cc2Cl)nc1C. The result is 0 (non-inhibitor). (7) The compound is CC1CC/C(=C\c2ccc3c(c2)OCO3)C(=O)/C1=C/c1ccc2c(c1)OCO2. The result is 1 (inhibitor). (8) The molecule is O=C(CC1c2ccccc2Oc2ccccc21)N1CCN(c2ccccn2)CC1. The result is 1 (inhibitor).